From a dataset of Reaction yield outcomes from USPTO patents with 853,638 reactions. Predict the reaction yield, written as a fraction of the theoretical maximum amount of product (1.0 means a 100% yield; for example, 0.34 means a 34% yield). (1) The reactants are N.C([O:5][CH2:6][CH2:7][CH2:8][CH:9]([F:17])[CH2:10][CH2:11][CH2:12][O:13]C(=O)C)(=O)C. The catalyst is CO. The product is [F:17][CH:9]([CH2:10][CH2:11][CH2:12][OH:13])[CH2:8][CH2:7][CH2:6][OH:5]. The yield is 1.00. (2) The reactants are Br[C:2]1[CH:7]=[CH:6][C:5]([S:8]([NH:11][CH2:12][CH2:13][CH2:14][CH2:15][CH2:16][CH2:17][CH2:18][CH2:19][CH2:20][CH2:21][CH2:22][C:23]([O:25][CH3:26])=[O:24])(=[O:10])=[O:9])=[CH:4][CH:3]=1.[B:27]1([B:27]2[O:31][C:30]([CH3:33])([CH3:32])[C:29]([CH3:35])([CH3:34])[O:28]2)[O:31][C:30]([CH3:33])([CH3:32])[C:29]([CH3:35])([CH3:34])[O:28]1.C([O-])(=O)C.[K+].CO. The catalyst is O1CCOCC1.C(Cl)Cl. The product is [CH3:34][C:29]1([CH3:35])[C:30]([CH3:33])([CH3:32])[O:31][B:27]([C:2]2[CH:7]=[CH:6][C:5]([S:8]([NH:11][CH2:12][CH2:13][CH2:14][CH2:15][CH2:16][CH2:17][CH2:18][CH2:19][CH2:20][CH2:21][CH2:22][C:23]([O:25][CH3:26])=[O:24])(=[O:10])=[O:9])=[CH:4][CH:3]=2)[O:28]1. The yield is 0.850. (3) The reactants are [CH3:1][CH:2]([CH3:17])[CH2:3][CH2:4][N:5]1[C:10]2[N:11]=[CH:12][CH:13]=[CH:14][C:9]=2[C:8](=[O:15])O[C:6]1=[O:16].[CH3:18][C:19]1[O:20][C:21]2[CH:38]=[CH:37][C:24]3[NH:25][C:26]([CH2:31]C(OCC)=O)=[N:27][S:28](=[O:30])(=[O:29])[C:23]=3[C:22]=2[N:39]=1.[H-].[Na+].Cl. The catalyst is O1CCCC1.O.C(O)(=O)C. The product is [OH:15][C:8]1[C:9]2[C:10](=[N:11][CH:12]=[CH:13][CH:14]=2)[N:5]([CH2:4][CH2:3][CH:2]([CH3:1])[CH3:17])[C:6](=[O:16])[C:31]=1[C:26]1[NH:25][C:24]2[CH:37]=[CH:38][C:21]3[O:20][C:19]([CH3:18])=[N:39][C:22]=3[C:23]=2[S:28](=[O:30])(=[O:29])[N:27]=1. The yield is 0.600. (4) The reactants are [C:1]([O:4][CH2:5][C:6]1[C:11](N2CCN3C4CCCCC=4C=C3C2=O)=[CH:10][C:9]([F:26])=[CH:8][C:7]=1[N:27]1[CH2:39][CH2:38][N:30]2[C:31]3[CH2:32][CH2:33][CH2:34][CH2:35][C:36]=3[CH:37]=[C:29]2[C:28]1=[O:40])(=[O:3])[CH3:2].Br[C:42]1[CH:43]=[C:44]([NH:50][C:51]2[CH:59]=[C:54]3[CH2:55][O:56][CH2:57][CH2:58][N:53]3[N:52]=2)[C:45](=[O:49])[N:46]([CH3:48])[CH:47]=1.[O-]P([O-])([O-])=O.[K+].[K+].[K+].CC([O-])=O.[Na+]. The catalyst is CC#N.O.C1C=CC(P(C2C=CC=CC=2)[C-]2C=CC=C2)=CC=1.C1C=CC(P(C2C=CC=CC=2)[C-]2C=CC=C2)=CC=1.Cl[Pd]Cl.[Fe+2]. The product is [C:1]([O:4][CH2:5][C:6]1[C:7]([N:27]2[CH2:39][CH2:38][N:30]3[C:31]4[CH2:32][CH2:33][CH2:34][CH2:35][C:36]=4[CH:37]=[C:29]3[C:28]2=[O:40])=[CH:8][C:9]([F:26])=[CH:10][C:11]=1[C:42]1[CH:43]=[C:44]([NH:50][C:51]2[CH:59]=[C:54]3[CH2:55][O:56][CH2:57][CH2:58][N:53]3[N:52]=2)[C:45](=[O:49])[N:46]([CH3:48])[CH:47]=1)(=[O:3])[CH3:2]. The yield is 0.530.